This data is from Full USPTO retrosynthesis dataset with 1.9M reactions from patents (1976-2016). The task is: Predict the reactants needed to synthesize the given product. (1) Given the product [Cl:1][C:2]1[CH:3]=[C:4]2[C:9](=[CH:10][C:11]=1[C:12]([N:66]1[CH2:67][CH2:68][CH2:69][C@H:65]1[CH2:64][OH:63])=[O:14])[N:8]=[CH:7][N:6]=[C:5]2[NH:15][CH:16]([C:18]1[NH:22][C:21]2[CH:23]=[CH:24][C:25]([Cl:27])=[CH:26][C:20]=2[N:19]=1)[CH3:17], predict the reactants needed to synthesize it. The reactants are: [Cl:1][C:2]1[CH:3]=[C:4]2[C:9](=[CH:10][C:11]=1[C:12]([OH:14])=O)[N:8]=[CH:7][N:6]=[C:5]2[NH:15][CH:16]([C:18]1[NH:22][C:21]2[CH:23]=[CH:24][C:25]([Cl:27])=[CH:26][C:20]=2[N:19]=1)[CH3:17].FC1C(OC(N(C)C)=[N+](C)C)=C(F)C(F)=C(F)C=1F.F[P-](F)(F)(F)(F)F.C(N(C(C)C)CC)(C)C.[OH:63][CH2:64][C@@H:65]1[CH2:69][CH2:68][CH2:67][NH:66]1. (2) Given the product [NH2:31][C:22]1[C:21]2[N:20]=[C:19]([CH2:32][O:33][CH2:34][CH3:35])[N:18]([CH2:17][CH2:16][CH2:15][NH:14][CH2:1][C:3]3[CH:4]=[C:5]([CH2:9][C:10]([O:12][CH3:13])=[O:11])[CH:6]=[CH:7][CH:8]=3)[C:30]=2[C:29]2[CH:28]=[CH:27][CH:26]=[CH:25][C:24]=2[N:23]=1, predict the reactants needed to synthesize it. The reactants are: [CH:1]([C:3]1[CH:4]=[C:5]([CH2:9][C:10]([O:12][CH3:13])=[O:11])[CH:6]=[CH:7][CH:8]=1)=O.[NH2:14][CH2:15][CH2:16][CH2:17][N:18]1[C:30]2[C:29]3[CH:28]=[CH:27][CH:26]=[CH:25][C:24]=3[N:23]=[C:22]([NH2:31])[C:21]=2[N:20]=[C:19]1[CH2:32][O:33][CH2:34][CH3:35].C(O[BH-](OC(=O)C)OC(=O)C)(=O)C.[Na+].